Dataset: Forward reaction prediction with 1.9M reactions from USPTO patents (1976-2016). Task: Predict the product of the given reaction. The product is: [N+:9]([C:12]1[CH:13]=[C:14]([S:18]([NH:1][C:2]2[O:6][N:5]=[C:4]([CH3:7])[C:3]=2[Br:8])(=[O:20])=[O:19])[CH:15]=[CH:16][CH:17]=1)([O-:11])=[O:10]. Given the reactants [NH2:1][C:2]1[O:6][N:5]=[C:4]([CH3:7])[C:3]=1[Br:8].[N+:9]([C:12]1[CH:13]=[C:14]([S:18](Cl)(=[O:20])=[O:19])[CH:15]=[CH:16][CH:17]=1)([O-:11])=[O:10], predict the reaction product.